From a dataset of Peptide-MHC class II binding affinity with 134,281 pairs from IEDB. Regression. Given a peptide amino acid sequence and an MHC pseudo amino acid sequence, predict their binding affinity value. This is MHC class II binding data. (1) The peptide sequence is DSTVIRNLKNAGLIV. The MHC is DRB1_1302 with pseudo-sequence DRB1_1302. The binding affinity (normalized) is 0.882. (2) The peptide sequence is RQAGVQYSR. The MHC is DRB1_0101 with pseudo-sequence DRB1_0101. The binding affinity (normalized) is 0. (3) The peptide sequence is INEPTAAAIAYGLDR. The MHC is DRB1_0101 with pseudo-sequence DRB1_0101. The binding affinity (normalized) is 0.367. (4) The peptide sequence is MAMGTMAGCGYLMFLK. The MHC is HLA-DQA10501-DQB10302 with pseudo-sequence HLA-DQA10501-DQB10302. The binding affinity (normalized) is 0.463. (5) The peptide sequence is FAEIMKICSTIEELR. The MHC is DRB1_1302 with pseudo-sequence DRB1_1302. The binding affinity (normalized) is 0.470. (6) The peptide sequence is RKVCYNAVLTHVKIN. The MHC is DRB5_0101 with pseudo-sequence DRB5_0101. The binding affinity (normalized) is 0.817. (7) The peptide sequence is LQPETFAVVDLNKMR. The MHC is HLA-DQA10501-DQB10301 with pseudo-sequence HLA-DQA10501-DQB10301. The binding affinity (normalized) is 0.266. (8) The peptide sequence is VLTRLEAWLTEHGCN. The MHC is HLA-DQA10501-DQB10302 with pseudo-sequence HLA-DQA10501-DQB10302. The binding affinity (normalized) is 0.228. (9) The peptide sequence is SGSAASMVNGVIKIL. The MHC is DRB1_0701 with pseudo-sequence DRB1_0701. The binding affinity (normalized) is 0.584.